This data is from Reaction yield outcomes from USPTO patents with 853,638 reactions. The task is: Predict the reaction yield, written as a fraction of the theoretical maximum amount of product (1.0 means a 100% yield; for example, 0.34 means a 34% yield). (1) The reactants are [CH2:1]([O:8][C:9]([NH:11][C:12]1[CH:17]=[CH:16][C:15]([S:18]([NH2:21])(=[O:20])=[O:19])=[CH:14][C:13]=1[C:22]([O:24][C:25]([CH3:28])([CH3:27])[CH3:26])=[O:23])=[O:10])[C:2]1[CH:7]=[CH:6][CH:5]=[CH:4][CH:3]=1.[Cl:29][C:30]1[CH:31]=[C:32]([NH:46][C:47](OC2C=CC=CC=2)=[O:48])[C:33](=[CH:44][CH:45]=1)[C:34]([O:36][CH2:37][C:38]1[CH:43]=[CH:42][CH:41]=[CH:40][CH:39]=1)=[O:35]. No catalyst specified. The product is [CH2:1]([O:8][C:9]([NH:11][C:12]1[CH:17]=[CH:16][C:15]([S:18]([NH:21][C:47]([NH:46][C:32]2[CH:31]=[C:30]([Cl:29])[CH:45]=[CH:44][C:33]=2[C:34]([O:36][CH2:37][C:38]2[CH:43]=[CH:42][CH:41]=[CH:40][CH:39]=2)=[O:35])=[O:48])(=[O:19])=[O:20])=[CH:14][C:13]=1[C:22]([O:24][C:25]([CH3:28])([CH3:27])[CH3:26])=[O:23])=[O:10])[C:2]1[CH:3]=[CH:4][CH:5]=[CH:6][CH:7]=1. The yield is 0.830. (2) The reactants are [Br:1][C:2]1[CH:11]=[CH:10][CH:9]=[C:8]2[C:3]=1[CH2:4][CH2:5][N:6](C(OCC)=O)[CH:7]2[C:12]([OH:14])=[O:13].[CH3:20]CO.[OH-].[Na+].S(Cl)(Cl)=O. The catalyst is O1CCOCC1. The product is [Br:1][C:2]1[CH:11]=[CH:10][CH:9]=[C:8]2[C:3]=1[CH2:4][CH2:5][NH:6][CH:7]2[C:12]([O:14][CH3:20])=[O:13]. The yield is 0.800. (3) The reactants are [OH:1][CH2:2][CH2:3][C@H:4]([O:9][CH3:10])[C:5]([O:7][CH3:8])=[O:6].O[N:12]1[C:20](=[O:21])[C:19]2[C:14](=[CH:15][CH:16]=[CH:17][CH:18]=2)[C:13]1=[O:22].C1(P(C2C=CC=CC=2)C2C=CC=CC=2)C=CC=CC=1.CC(OC(/N=N/C(OC(C)C)=O)=O)C.N#N. The catalyst is C(Cl)Cl.O. The product is [O:22]=[C:13]1[C:14]2[C:19](=[CH:18][CH:17]=[CH:16][CH:15]=2)[C:20](=[O:21])[N:12]1[O:1][CH2:2][CH2:3][C@H:4]([O:9][CH3:10])[C:5]([O:7][CH3:8])=[O:6]. The yield is 0.420. (4) The reactants are [C:1]([O:5][C:6]([NH:8][C@@H:9]([C:26]1[CH:31]=[CH:30][CH:29]=[CH:28][CH:27]=1)[C:10]1[CH:11]=[C:12]([CH:23]=[CH:24][CH:25]=1)[O:13][CH2:14][C:15]1[O:16][CH:17]=[C:18]([C:20]([OH:22])=[O:21])[N:19]=1)=[O:7])([CH3:4])([CH3:3])[CH3:2].[Cl:32][C:33]1[CH:34]=[N+:35]([O-:53])[CH:36]=[C:37]([Cl:52])[C:38]=1[CH2:39][C@@H:40]([C:42]1[CH:47]=[CH:46][C:45]([O:48][CH3:49])=[C:44]([O:50][CH3:51])[CH:43]=1)O.CCN=C=NCCCN(C)C.Cl. The catalyst is CN(C=O)C.CN(C1C=CN=CC=1)C. The product is [Cl:52][C:37]1[CH:36]=[N+:35]([O-:53])[CH:34]=[C:33]([Cl:32])[C:38]=1[CH2:39][C@H:40]([O:21][C:20]([C:18]1[N:19]=[C:15]([CH2:14][O:13][C:12]2[CH:23]=[CH:24][CH:25]=[C:10]([C@@H:9]([NH:8][C:6]([O:5][C:1]([CH3:4])([CH3:2])[CH3:3])=[O:7])[C:26]3[CH:31]=[CH:30][CH:29]=[CH:28][CH:27]=3)[CH:11]=2)[O:16][CH:17]=1)=[O:22])[C:42]1[CH:47]=[CH:46][C:45]([O:48][CH3:49])=[C:44]([O:50][CH3:51])[CH:43]=1. The yield is 0.360. (5) The reactants are [OH:1][CH:2]([CH3:7])[C:3]([NH:5][OH:6])=[NH:4].[Cl:8][C:9]1[CH:10]=[C:11]([CH:15]=[CH:16][CH:17]=1)[C:12](Cl)=O. The catalyst is N1C=CC=CC=1. The product is [Cl:8][C:9]1[CH:10]=[C:11]([C:12]2[O:6][N:5]=[C:3]([CH:2]([OH:1])[CH3:7])[N:4]=2)[CH:15]=[CH:16][CH:17]=1. The yield is 0.600. (6) The reactants are [I:1][C:2]1[CH:3]=[C:4]2[C:8](=[CH:9][CH:10]=1)[NH:7][C:6](=[O:11])[C:5]2=O.[I:13][C:14]1[CH:25]=[CH:24][C:17]([O:18][CH2:19][C:20]([NH:22][NH2:23])=[O:21])=[CH:16][CH:15]=1. The catalyst is C(O)(=O)C. The product is [I:1][C:2]1[CH:3]=[C:4]2[C:8](=[CH:9][CH:10]=1)[NH:7][C:6](=[O:11])[C:5]2=[N:23][NH:22][C:20](=[O:21])[CH2:19][O:18][C:17]1[CH:24]=[CH:25][C:14]([I:13])=[CH:15][CH:16]=1. The yield is 0.790. (7) The reactants are Br[C:2]1[CH:7]=[CH:6][CH:5]=[CH:4][N:3]=1.[Br:8][C:9]1[CH:10]=[C:11](B(O)O)[CH:12]=[CH:13][CH:14]=1.C(=O)([O-])[O-].[K+].[K+].C(COC)OC. The catalyst is C([O-])(=O)C.[Pd+2].C([O-])(=O)C.C1(P(C2C=CC=CC=2)C2C=CC=CC=2)C=CC=CC=1.O. The product is [Br:8][C:9]1[CH:14]=[C:13]([C:2]2[CH:7]=[CH:6][CH:5]=[CH:4][N:3]=2)[CH:12]=[CH:11][CH:10]=1. The yield is 0.760. (8) The reactants are [C:1]([O:5][C:6](=[O:22])[N:7]([CH2:20][CH3:21])[CH2:8][CH2:9][O:10][C:11]1[CH:16]=[CH:15][C:14]([N+:17]([O-])=O)=[CH:13][CH:12]=1)([CH3:4])([CH3:3])[CH3:2]. The catalyst is C(O)C.[Pd]. The product is [C:1]([O:5][C:6](=[O:22])[N:7]([CH2:8][CH2:9][O:10][C:11]1[CH:12]=[CH:13][C:14]([NH2:17])=[CH:15][CH:16]=1)[CH2:20][CH3:21])([CH3:2])([CH3:3])[CH3:4]. The yield is 1.00.